This data is from Drug-target binding data from BindingDB using IC50 measurements. The task is: Regression. Given a target protein amino acid sequence and a drug SMILES string, predict the binding affinity score between them. We predict pIC50 (pIC50 = -log10(IC50 in M); higher means more potent). Dataset: bindingdb_ic50. (1) The compound is Nc1nc(N)c2ncn([C@@H]3O[C@H](COP(=O)([O-])OP(=O)([O-])OP(=O)([O-])O)[C@@H](CO)[C@H]3O)c2n1. The target protein sequence is MSTNPKPQRKTKRNTNRRPQDVKFPGGGQIVGGVYLLPRRGPRLGVRATRKTSERSQPRGRRQPIPKARRPEGRTWAQPGYPWPLYGNEGMGWAGWLLSPRGSRPSWGPTDPRRRSRNLGKVIDTLTCGFADLMGYIPLVGAPLGGAARALAHGVRVLEDGVNYATGNLPGCSFSIFLLALLSCLTIPASAYEVRNVSGIYHVTNDCSNSSIVYEAADMIMHTPGCVPCVRESNFSRCWVALTPTLAARNSSIPTTTIRRHVDLLVGAAALCSAMYVGDLCGTVFLVSQLFTFSPRRYETVQDCNCSIYPGHVSGHRMAWDMMMNWSPTTALVVSQLLRIPQAVVDMVAGAHWGVLAGLAYYSMVGNWAKVLIVMLLFAGVDGHTHVTGGRVASSTQSLVSWLSQGPSQKIQLVNTNGSWHINRTALNCNDSLQTGFIAALFYAHRFNASGCPERMASCRPIDEFAQGWGPITHDMPESSDQRPYCWHYAPRPCGIVPAS.... The pIC50 is 6.6. (2) The small molecule is Cc1cn(C/C=C\COC(c2ccccc2)(c2ccccc2)c2ccccc2)c(=O)[nH]c1=O. The target protein (Q9XZT6) has sequence MAEAASCARKGTKYAEGTQPFTVLIEGNIGSGKTTYLNHFEKYKNDICLLTEPVEKWRNVNGVNLLELMYKDPKKWAMPFQSYVTLTMLQSHTAPTNKKLKIMERSIFSARYCFVENMRRNGSLEQGMYNTLEEWYKFIEESIHVQADLIIYLRTSPEVAYERIRQRARSEESCVPLKYLQELHELHEDWLIHQRRPQSCKVLVLDADLNLENIGTEYQRSESSIFDAISSNQQPSPVLVSPSKRQRVAR. The pIC50 is 5.5. (3) The compound is NC(=O)[C@H](CCCN=C(N)CCl)NC(=O)c1ccccc1C(=O)O. The target protein (Q9Y2J8) has sequence MLRERTVRLQYGSRVEAVYVLGTYLWTDVYSAAPAGAQTFSLKHSEHVWVEVVRDGEAEEVATNGKQRWLLSPSTTLRVTMSQASTEASSDKVTVNYYDEEGSIPIDQAGLFLTAIEISLDVDADRDGVVEKNNPKKASWTWGPEGQGAILLVNCDRETPWLPKEDCRDEKVYSKEDLKDMSQMILRTKGPDRLPAGYEIVLYISMSDSDKVGVFYVENPFFGQRYIHILGRRKLYHVVKYTGGSAELLFFVEGLCFPDEGFSGLVSIHVSLLEYMAQDIPLTPIFTDTVIFRIAPWIMTPNILPPVSVFVCCMKDNYLFLKEVKNLVEKTNCELKVCFQYLNRGDRWIQDEIEFGYIEAPHKGFPVVLDSPRDGNLKDFPVKELLGPDFGYVTREPLFESVTSLDSFGNLEVSPPVTVNGKTYPLGRILIGSSFPLSGGRRMTKVVRDFLKAQQVQAPVELYSDWLTVGHVDEFMSFVPIPGTKKFLLLMASTSACYKL.... The pIC50 is 5.2. (4) The small molecule is CCCOc1ccc(S(=O)(=O)N2CCN(C)CC2)cc1-c1nc(CC)c(CC)c(=O)[nH]1. The target protein (P51160) has sequence MGEINQVAVEKYLEENPQFAKEYFDRKLRVEVLGEIFKNSQVPVQSSMSFSELTQVEESALCLELLWTVQEEGGTPEQGVHRALQRLAHLLQADRCSMFLCRSRNGIPEVASRLLDVTPTSKFEDNLVGPDKEVVFPLDIGIVGWAAHTKKTHNVPDVKKNSHFSDFMDKQTGYVTKNLLATPIVVGKEVLAVIMAVNKVNASEFSKQDEEVFSKYLNFVSIILRLHHTSYMYNIESRRSQILMWSANKVFEELTDVERQFHKALYTVRSYLNCERYSIGLLDMTKEKEFYDEWPIKLGEVEPYKGPKTPDGREVNFYKIIDYILHGKEEIKVIPTPPADHWTLISGLPTYVAENGFICNMMNAPADEYFTFQKGPVDETGWVIKNVLSLPIVNKKEDIVGVATFYNRKDGKPFDEHDEYITETLTQFLGWSLLNTDTYDKMNKLENRKDIAQEMLMNQTKATPEEIKSILKFQEKLNVDVIDDCEEKQLVAILKEDLPD.... The pIC50 is 7.3.